Dataset: Forward reaction prediction with 1.9M reactions from USPTO patents (1976-2016). Task: Predict the product of the given reaction. (1) Given the reactants [Cl:1][C:2]1[CH:3]=[C:4]([C:9]2[N:13]([CH3:14])[N:12]=[C:11]([C:15](=O)[CH3:16])[C:10]=2[OH:18])[CH:5]=[CH:6][C:7]=1[Cl:8].[NH:19]([C:21]([NH:23][C:24]1[S:28][C:27]([C:29]([OH:31])=[O:30])=[CH:26][CH:25]=1)=[S:22])[NH2:20], predict the reaction product. The product is: [Cl:1][C:2]1[CH:3]=[C:4]([C:9]2[N:13]([CH3:14])[N:12]=[C:11]([C:15](=[N:20][NH:19][C:21]([NH:23][C:24]3[S:28][C:27]([C:29]([OH:31])=[O:30])=[CH:26][CH:25]=3)=[S:22])[CH3:16])[C:10]=2[OH:18])[CH:5]=[CH:6][C:7]=1[Cl:8]. (2) Given the reactants Br[CH2:2][C:3]1[CH:4]=[C:5]([N:9]([CH2:15][C:16]2[CH:17]=[N:18][CH:19]=[CH:20][CH:21]=2)[S:10]([CH2:13][CH3:14])(=[O:12])=[O:11])[CH:6]=[CH:7][CH:8]=1.[CH3:22][O:23][C:24]1[CH:29]=[CH:28][CH:27]=[CH:26][C:25]=1B(O)O.C([O-])([O-])=O.[Na+].[Na+], predict the reaction product. The product is: [CH3:22][O:23][C:24]1[CH:29]=[CH:28][CH:27]=[CH:26][C:25]=1[CH2:2][C:3]1[CH:4]=[C:5]([N:9]([CH2:15][C:16]2[CH:17]=[N:18][CH:19]=[CH:20][CH:21]=2)[S:10]([CH2:13][CH3:14])(=[O:12])=[O:11])[CH:6]=[CH:7][CH:8]=1. (3) Given the reactants [C:1]([O:7][C:8]([CH3:11])([CH3:10])[CH3:9])(=[O:6])[CH2:2][C:3]([CH3:5])=O.[Br:12][C:13]1[CH:14]=[C:15]([CH:18]=[CH:19][CH:20]=1)[CH:16]=O.[NH4+:21].[OH-:22], predict the reaction product. The product is: [Br:12][C:13]1[CH:14]=[C:15]([CH:16]2[C:2]([C:1]([O:7][C:8]([CH3:11])([CH3:10])[CH3:9])=[O:6])=[C:3]([CH3:5])[NH:21][C:3]([CH3:5])=[C:2]2[C:1]([O:7][C:8]([CH3:11])([CH3:10])[CH3:9])=[O:22])[CH:18]=[CH:19][CH:20]=1. (4) Given the reactants [Cl:1][C:2]1[CH:7]=[CH:6][C:5]([Cl:8])=[CH:4][C:3]=1[OH:9].[N+:10]([O-])([OH:12])=[O:11], predict the reaction product. The product is: [Cl:1][C:2]1[CH:7]=[C:6]([N+:10]([O-:12])=[O:11])[C:5]([Cl:8])=[CH:4][C:3]=1[OH:9]. (5) The product is: [CH:3]([C:4]1[CH:5]=[C:6]([OH:7])[C:9]([O:10][CH3:17])=[CH:11][CH:12]=1)=[CH2:2]. Given the reactants C(O)(=O)/[CH:2]=[CH:3]/[C:4]1[CH:12]=[CH:11][C:9]([OH:10])=[C:6]([O:7]C)[CH:5]=1.[OH-].[K+].[CH3:17]C1NC=CN=1, predict the reaction product. (6) Given the reactants [N:1]1([C:6]2[CH:26]=[CH:25][C:9]([CH2:10][C:11]3[C:12]([O:23][CH3:24])=[N:13][C:14]4[C:19]([C:20]=3[Cl:21])=[CH:18][C:17](Br)=[CH:16][CH:15]=4)=[CH:8][CH:7]=2)[CH:5]=[CH:4][CH:3]=[N:2]1.[Li][CH2:28]CCC.[CH3:32][N:33]1[C:37]([C:38]([CH:40]2[CH2:45][CH2:44][N:43]([C:46]([O:48]C(C)(C)C)=O)[CH2:42][CH2:41]2)=[O:39])=[CH:36][N:35]=[CH:34]1, predict the reaction product. The product is: [N:1]1([C:6]2[CH:26]=[CH:25][C:9]([CH2:10][C:11]3[C:12]([O:23][CH3:24])=[N:13][C:14]4[C:19]([C:20]=3[Cl:21])=[CH:18][C:17]([C:38]([OH:39])([C:37]3[N:33]([CH3:32])[CH:34]=[N:35][CH:36]=3)[CH:40]3[CH2:45][CH2:44][N:43]([C:46](=[O:48])[CH3:28])[CH2:42][CH2:41]3)=[CH:16][CH:15]=4)=[CH:8][CH:7]=2)[CH:5]=[CH:4][CH:3]=[N:2]1.